This data is from NCI-60 drug combinations with 297,098 pairs across 59 cell lines. The task is: Regression. Given two drug SMILES strings and cell line genomic features, predict the synergy score measuring deviation from expected non-interaction effect. (1) Cell line: A498. Drug 1: C1=C(C(=O)NC(=O)N1)F. Drug 2: C1=CC=C(C(=C1)C(C2=CC=C(C=C2)Cl)C(Cl)Cl)Cl. Synergy scores: CSS=42.1, Synergy_ZIP=-6.66, Synergy_Bliss=-13.4, Synergy_Loewe=-17.0, Synergy_HSA=-12.6. (2) Drug 1: CC1=CC=C(C=C1)C2=CC(=NN2C3=CC=C(C=C3)S(=O)(=O)N)C(F)(F)F. Drug 2: CC1=C(C=C(C=C1)NC(=O)C2=CC=C(C=C2)CN3CCN(CC3)C)NC4=NC=CC(=N4)C5=CN=CC=C5. Cell line: K-562. Synergy scores: CSS=67.9, Synergy_ZIP=4.18, Synergy_Bliss=6.84, Synergy_Loewe=-12.6, Synergy_HSA=10.2.